This data is from Reaction yield outcomes from USPTO patents with 853,638 reactions. The task is: Predict the reaction yield, written as a fraction of the theoretical maximum amount of product (1.0 means a 100% yield; for example, 0.34 means a 34% yield). (1) The reactants are [N+:1]([C:4]1[CH:5]=[C:6]([CH:19]=[CH:20][CH:21]=1)[C:7]([C:9]1[CH:10]=[C:11]2[C:15](=[CH:16][CH:17]=1)[NH:14][C:13](=[O:18])[CH2:12]2)=O)([O-])=O.C(O)(C(F)(F)F)=O. The catalyst is [Pd].CN(C=O)C. The product is [NH2:1][C:4]1[CH:5]=[C:6]([CH:19]=[CH:20][CH:21]=1)[CH2:7][C:9]1[CH:10]=[C:11]2[C:15](=[CH:16][CH:17]=1)[NH:14][C:13](=[O:18])[CH2:12]2. The yield is 0.670. (2) The reactants are [OH-].[Na+].[CH3:3][O:4][C:5]1[CH:14]=[C:13]([NH:15][CH:16]2[CH2:21][CH2:20][N:19]([CH2:22][C:23]3[CH:28]=[CH:27][CH:26]=[CH:25][CH:24]=3)[CH2:18][CH2:17]2)[CH:12]=[CH:11][C:6]=1[C:7]([O:9]C)=[O:8].O1CCCC1.Cl. The catalyst is CO. The product is [CH2:22]([N:19]1[CH2:20][CH2:21][CH:16]([NH:15][C:13]2[CH:12]=[CH:11][C:6]([C:7]([OH:9])=[O:8])=[C:5]([O:4][CH3:3])[CH:14]=2)[CH2:17][CH2:18]1)[C:23]1[CH:24]=[CH:25][CH:26]=[CH:27][CH:28]=1. The yield is 0.820. (3) The reactants are C[Al](C)C.[F:5][C:6]([F:16])([F:15])[O:7][C:8]1[CH:9]=[C:10]([CH:12]=[CH:13][CH:14]=1)[NH2:11].[Br:17][C:18]1[CH:19]=[C:20]([C:26]2[N:30]=[C:29]([C:31](OCC)=[O:32])[O:28][N:27]=2)[CH:21]=[C:22]([Br:25])[C:23]=1[OH:24].O. The catalyst is CCCCCC.C1(C)C=CC=CC=1. The product is [Br:25][C:22]1[CH:21]=[C:20]([C:26]2[N:30]=[C:29]([C:31]([NH:11][C:10]3[CH:12]=[CH:13][CH:14]=[C:8]([O:7][C:6]([F:15])([F:16])[F:5])[CH:9]=3)=[O:32])[O:28][N:27]=2)[CH:19]=[C:18]([Br:17])[C:23]=1[OH:24]. The yield is 0.310. (4) The reactants are [C:1]([C:4]1[CH:5]=[C:6]([CH:30]=[CH:31][CH:32]=1)/[CH:7]=[C:8]1/[C@H:9]([OH:29])[C@:10]2([CH2:25][CH2:24][C@H:23]3[C@@H:14]([CH2:15][CH2:16][C:17]4[CH:18]=[C:19]([C:26]([NH2:28])=[O:27])[CH:20]=[CH:21][C:22]=43)[C@@H:12]2[CH2:13]/1)[CH3:11])(=[O:3])[NH2:2]. The catalyst is CCO.[Pd]. The product is [C:1]([C:4]1[CH:5]=[C:6]([CH:30]=[CH:31][CH:32]=1)[CH2:7][C@H:8]1[CH2:13][C@H:12]2[C@H:14]3[C@H:23]([CH2:24][CH2:25][C@:10]2([CH3:11])[C@H:9]1[OH:29])[C:22]1[CH:21]=[CH:20][C:19]([C:26]([NH2:28])=[O:27])=[CH:18][C:17]=1[CH2:16][CH2:15]3)(=[O:3])[NH2:2]. The yield is 0.320. (5) The reactants are [CH3:1][C:2]1[C:6]([CH3:7])=[C:5]([NH:8][C:9](=[O:16])OCC(Cl)(Cl)Cl)[O:4][N:3]=1.[Cl:17][C:18]1[CH:19]=[C:20]([C:24]2[N:25]=[C:26]([N:29]3[CH2:34][CH2:33][NH:32][CH2:31][CH2:30]3)[S:27][CH:28]=2)[CH:21]=[CH:22][CH:23]=1.C(N(C(C)C)CC)(C)C.O. The catalyst is CS(C)=O. The product is [Cl:17][C:18]1[CH:19]=[C:20]([C:24]2[N:25]=[C:26]([N:29]3[CH2:30][CH2:31][N:32]([C:9]([NH:8][C:5]4[O:4][N:3]=[C:2]([CH3:1])[C:6]=4[CH3:7])=[O:16])[CH2:33][CH2:34]3)[S:27][CH:28]=2)[CH:21]=[CH:22][CH:23]=1. The yield is 0.414.